The task is: Predict the reactants needed to synthesize the given product.. This data is from Full USPTO retrosynthesis dataset with 1.9M reactions from patents (1976-2016). (1) Given the product [CH3:1][N:2]([CH3:38])[CH2:3][CH2:4][CH2:5][NH:6][C:7]([C:9]1[N:10]=[C:11]([NH:17][C:18]([C:20]2[N:21]([CH3:37])[CH:22]=[C:23]([NH:25][C:26]([C:28]3[N:29]([CH3:36])[CH:30]=[C:31]([NH:33][CH:39]=[O:41])[CH:32]=3)=[O:27])[CH:24]=2)=[O:19])[S:12][C:13]=1[CH:14]([CH3:16])[CH3:15])=[O:8], predict the reactants needed to synthesize it. The reactants are: [CH3:1][N:2]([CH3:38])[CH2:3][CH2:4][CH2:5][NH:6][C:7]([C:9]1[N:10]=[C:11]([NH:17][C:18]([C:20]2[N:21]([CH3:37])[CH:22]=[C:23]([NH:25][C:26]([C:28]3[N:29]([CH3:36])[CH:30]=[C:31]([N+:33]([O-])=O)[CH:32]=3)=[O:27])[CH:24]=2)=[O:19])[S:12][C:13]=1[CH:14]([CH3:16])[CH3:15])=[O:8].[CH2:39]([OH:41])C. (2) Given the product [Br:1][C:2]1[CH:3]=[CH:4][C:5]2[O:9][C:8]3[C:10](=[O:11])[NH:12][C:14]([CH:15]([N:17]4[CH2:21][CH2:20][C@H:19]([OH:22])[CH2:18]4)[CH3:16])=[N:13][C:7]=3[C:6]=2[CH:24]=1, predict the reactants needed to synthesize it. The reactants are: [Br:1][C:2]1[CH:3]=[CH:4][C:5]2[O:9][C:8]([C:10]([NH2:12])=[O:11])=[C:7]([NH:13][C:14](=O)[CH:15]([N:17]3[CH2:21][CH2:20][C@H:19]([OH:22])[CH2:18]3)[CH3:16])[C:6]=2[CH:24]=1.[OH-].[Na+].Cl. (3) Given the product [C:1]12([C:12]([OH:14])=[O:13])[CH2:7][C:4]([C:8]([OH:10])=[O:9])([CH2:3][CH2:2]1)[CH2:5][CH2:6]2, predict the reactants needed to synthesize it. The reactants are: [C:1]12([C:12]([O:14]C)=[O:13])[CH2:7][C:4]([C:8]([O:10]C)=[O:9])([CH2:5][CH2:6]1)[CH2:3][CH2:2]2.[OH-].[K+].C(O)C.Cl. (4) Given the product [C:40]([O:39][C:38](=[O:44])[NH:37][CH:33]([CH:34]([CH3:36])[CH3:35])[CH2:32][N:5]1[C:1](=[O:11])[C:2]2[C:3](=[CH:7][CH:8]=[CH:9][CH:10]=2)[C:4]1=[O:6])([CH3:42])([CH3:43])[CH3:41], predict the reactants needed to synthesize it. The reactants are: [C:1]1(=[O:11])[NH:5][C:4](=[O:6])[C:3]2=[CH:7][CH:8]=[CH:9][CH:10]=[C:2]12.C1(P(C2C=CC=CC=2)C2C=CC=CC=2)C=CC=CC=1.O[CH2:32][CH:33]([NH:37][C:38](=[O:44])[O:39][C:40]([CH3:43])([CH3:42])[CH3:41])[CH:34]([CH3:36])[CH3:35].CC(OC(/N=N/C(OC(C)C)=O)=O)C. (5) Given the product [C:20]([Si:23]([CH3:25])([CH3:24])[O:17][CH2:16][CH2:15][C:12]1[CH:13]=[CH:14][C:9]([OH:8])=[C:10]([F:18])[CH:11]=1)([CH3:22])([CH3:21])[CH3:19], predict the reactants needed to synthesize it. The reactants are: C([O:8][C:9]1[CH:14]=[CH:13][C:12]([CH2:15][CH2:16][OH:17])=[CH:11][C:10]=1[F:18])C1C=CC=CC=1.[CH3:19][C:20]([Si:23](Cl)([CH3:25])[CH3:24])([CH3:22])[CH3:21].CCN(CC)CC. (6) Given the product [Cl:8][C:4]1[CH:5]=[CH:6][CH:7]=[C:2]([Cl:1])[C:3]=1[S:9]([N:12]([CH3:13])[CH2:14][C:15]1[O:19][CH:18]=[C:17]([C:20]([N:46]2[CH2:47][CH2:48][N:43]([CH2:42][CH2:41][C:38]3[CH:37]=[CH:36][N:35]=[CH:40][CH:39]=3)[CH2:44][CH2:45]2)=[O:21])[CH:16]=1)(=[O:10])=[O:11], predict the reactants needed to synthesize it. The reactants are: [Cl:1][C:2]1[CH:7]=[CH:6][CH:5]=[C:4]([Cl:8])[C:3]=1[S:9]([N:12]([CH2:14][C:15]1[O:19][CH:18]=[C:17]([C:20](O)=[O:21])[CH:16]=1)[CH3:13])(=[O:11])=[O:10].C1N=CN(C(N2C=NC=C2)=O)C=1.[N:35]1[CH:40]=[CH:39][C:38]([CH2:41][CH2:42][N:43]2[CH2:48][CH2:47][NH:46][CH2:45][CH2:44]2)=[CH:37][CH:36]=1. (7) Given the product [CH2:1]([O:8][C:9]1[CH:10]=[CH:11][C:12]([CH2:15][C:18]#[N:19])=[N:13][CH:14]=1)[C:2]1[CH:7]=[CH:6][CH:5]=[CH:4][CH:3]=1, predict the reactants needed to synthesize it. The reactants are: [CH2:1]([O:8][C:9]1[CH:10]=[CH:11][C:12]([CH2:15]Cl)=[N:13][CH:14]=1)[C:2]1[CH:7]=[CH:6][CH:5]=[CH:4][CH:3]=1.O.[C-:18]#[N:19].[Na+]. (8) The reactants are: C(O)C.[Na].[CH2:5]([CH:8]([C:14]([O:16][CH2:17][CH3:18])=[O:15])[C:9]([O:11][CH2:12][CH3:13])=[O:10])[CH:6]=[CH2:7].[CH2:19](Cl)/[CH:20]=[CH:21]/[CH3:22]. Given the product [CH2:5]([C:8]([CH2:19]/[CH:20]=[CH:21]/[CH3:22])([C:14]([O:16][CH2:17][CH3:18])=[O:15])[C:9]([O:11][CH2:12][CH3:13])=[O:10])[CH:6]=[CH2:7], predict the reactants needed to synthesize it. (9) Given the product [CH2:11]([N:13]([CH2:14][C:15]([OH:20])([CH2:21][NH:22][C:23]1[CH:31]=[CH:30][CH:29]=[C:28]2[C:24]=1[CH:25]=[N:26][N:27]2[C:32]1[CH:33]=[CH:34][CH:35]=[CH:36][CH:37]=1)[C:16]([F:19])([F:18])[F:17])[C:4](=[O:6])[C:3]1[CH:7]=[CH:8][CH:9]=[CH:10][C:2]=1[CH3:1])[CH3:12], predict the reactants needed to synthesize it. The reactants are: [CH3:1][C:2]1[CH:10]=[CH:9][CH:8]=[CH:7][C:3]=1[C:4]([OH:6])=O.[CH2:11]([NH:13][CH2:14][C:15]([CH2:21][NH:22][C:23]1[CH:31]=[CH:30][CH:29]=[C:28]2[C:24]=1[CH:25]=[N:26][N:27]2[C:32]1[CH:37]=[CH:36][CH:35]=[CH:34][CH:33]=1)([OH:20])[C:16]([F:19])([F:18])[F:17])[CH3:12]. (10) Given the product [Cl:32][C:33]1[CH:34]=[CH:35][C:36]([O:42][CH2:43][CH:44]2[CH2:48][CH2:47][CH2:46][O:45]2)=[C:37]([CH:41]=1)[C:38]([NH:1][CH:2]1[C:8](=[O:9])[NH:7][C:6]2[CH:19]=[CH:20][CH:21]=[CH:22][C:5]=2[C:4]([C:23]2[C:28]([Cl:29])=[CH:27][C:26]([Cl:30])=[CH:25][C:24]=2[Cl:31])=[N:3]1)=[O:39], predict the reactants needed to synthesize it. The reactants are: [NH2:1][CH:2]1[C:8](=[O:9])[N:7](CC2C=CC(OC)=CC=2)[C:6]2[CH:19]=[CH:20][CH:21]=[CH:22][C:5]=2[C:4]([C:23]2[C:28]([Cl:29])=[CH:27][C:26]([Cl:30])=[CH:25][C:24]=2[Cl:31])=[N:3]1.[Cl:32][C:33]1[CH:34]=[CH:35][C:36]([O:42][CH2:43][CH:44]2[CH2:48][CH2:47][CH2:46][O:45]2)=[C:37]([CH:41]=1)[C:38](O)=[O:39].